This data is from hERG potassium channel inhibition data for cardiac toxicity prediction from Karim et al.. The task is: Regression/Classification. Given a drug SMILES string, predict its toxicity properties. Task type varies by dataset: regression for continuous values (e.g., LD50, hERG inhibition percentage) or binary classification for toxic/non-toxic outcomes (e.g., AMES mutagenicity, cardiotoxicity, hepatotoxicity). Dataset: herg_karim. (1) The molecule is O=C1CN(CCc2ccc(F)cc2)CCN1[C@H]1CCc2cc(CN3CCC(C(F)(F)F)CC3)ccc2C1. The result is 1 (blocker). (2) The molecule is CC[N+](CC)CCCN(c1ccccc1)C1Cc2ccccc2C1. The result is 1 (blocker). (3) The result is 0 (non-blocker). The molecule is N#C[C@@H]1C[C@@H]2C[C@@H]2N1C(=O)[C@@H](N)C12CC3CC(CC(O)(C3)C1)C2. (4) The result is 1 (blocker). The compound is COc1ccc(CCN2C(=O)N(NS(C)(=O)=O)CC2c2ccc(C3CC3)cc2)cc1. (5) The molecule is CNC(=O)Cn1c(=O)n(C2CCN(CC[C@H](Oc3cc(OC)ccc3C)C(C)C)CC2)c2ccccc21. The result is 1 (blocker). (6) The compound is N#Cc1ccc2cc1Oc1cccc(c1)C(c1ccccc1)N1CC[C@@H](NCc3cncn3C2)C1=O. The result is 1 (blocker). (7) The drug is C[C@]12CCC3[C@@H](CC[C@H]4NC(=O)C=C[C@]34C)[C@@H]1CC[C@@H]2C(=O)Nc1cc(C(F)(F)F)ccc1C(F)(F)F. The result is 0 (non-blocker).